Dataset: Full USPTO retrosynthesis dataset with 1.9M reactions from patents (1976-2016). Task: Predict the reactants needed to synthesize the given product. (1) Given the product [F:1][C:2]1[CH:12]=[CH:11][C:5]([CH:6]=[CH:7][C:8]([Cl:20])=[O:9])=[CH:4][C:3]=1[C:13]([F:16])([F:15])[F:14], predict the reactants needed to synthesize it. The reactants are: [F:1][C:2]1[CH:12]=[CH:11][C:5]([CH:6]=[CH:7][C:8](O)=[O:9])=[CH:4][C:3]=1[C:13]([F:16])([F:15])[F:14].C(Cl)(=O)C([Cl:20])=O. (2) Given the product [Cl:36][C:30]1[C:29]([CH2:28][N:6]2[C:5]3[CH:7]=[C:8]([C:12]4[CH:13]=[C:14]([CH:20]=[CH:21][CH:22]=4)[C:15]([O:17][CH2:18][CH3:19])=[O:16])[CH:9]=[C:10]([CH3:11])[C:4]=3[N:3]=[C:2]2[CH3:1])=[CH:34][CH:33]=[C:32]([Cl:35])[N:31]=1, predict the reactants needed to synthesize it. The reactants are: [CH3:1][C:2]1[NH:6][C:5]2[CH:7]=[C:8]([C:12]3[CH:13]=[C:14]([CH:20]=[CH:21][CH:22]=3)[C:15]([O:17][CH2:18][CH3:19])=[O:16])[CH:9]=[C:10]([CH3:11])[C:4]=2[N:3]=1.CS(O[CH2:28][C:29]1[C:30]([Cl:36])=[N:31][C:32]([Cl:35])=[CH:33][CH:34]=1)(=O)=O. (3) Given the product [F:2][C:3]1[CH:8]=[C:7]([F:9])[CH:6]=[CH:5][C:4]=1[C:10]1[CH:11]=[C:31]([CH2:32][CH2:33][CH3:34])[C:28]([CH2:26][CH3:27])=[CH:29][N:23]=1, predict the reactants needed to synthesize it. The reactants are: [Br-].[F:2][C:3]1[CH:8]=[C:7]([F:9])[CH:6]=[CH:5][C:4]=1[C:10](=O)[CH2:11][N+]1C=CC=CC=1.C([O-])(=O)C.[NH4+:23].CO.[CH2:26]([C:28](=[CH:31][CH2:32][CH2:33][CH3:34])[CH:29]=O)[CH3:27]. (4) Given the product [Br:17][C:11]1[C:10]2[C:12](=[O:16])[CH2:13][CH2:14][CH2:15][C:9]=2[O:8][C:7]=1[C:1]1[CH:2]=[CH:3][CH:4]=[CH:5][CH:6]=1, predict the reactants needed to synthesize it. The reactants are: [C:1]1([C:7]2[O:8][C:9]3[CH2:15][CH2:14][CH2:13][C:12](=[O:16])[C:10]=3[CH:11]=2)[CH:6]=[CH:5][CH:4]=[CH:3][CH:2]=1.[Br:17]N1C(=O)CCC1=O. (5) The reactants are: Cl[C:2]1[C:7]([N+:8]([O-:10])=[O:9])=[C:6]([Cl:11])[N:5]=[CH:4][N:3]=1.[NH2:12][C:13]1[CH:18]=[CH:17][C:16]([S:19]([NH2:22])(=[O:21])=[O:20])=[CH:15][CH:14]=1.C(N(CC)CC)C. Given the product [Cl:11][C:6]1[N:5]=[CH:4][N:3]=[C:2]([NH:12][C:13]2[CH:18]=[CH:17][C:16]([S:19]([NH2:22])(=[O:20])=[O:21])=[CH:15][CH:14]=2)[C:7]=1[N+:8]([O-:10])=[O:9], predict the reactants needed to synthesize it. (6) Given the product [OH:25][NH:24][C:22]1[CH:21]=[CH:20][N:19]=[C:18]([CH2:17][N:14]2[C:9]3[N:10]=[C:11]([NH2:13])[N:12]=[C:7]([C:5]4[O:6][C:2]([CH3:1])=[CH:3][CH:4]=4)[C:8]=3[N:16]=[N:15]2)[CH:23]=1, predict the reactants needed to synthesize it. The reactants are: [CH3:1][C:2]1[O:6][C:5]([C:7]2[C:8]3[N:16]=[N:15][N:14]([CH2:17][C:18]4[CH:23]=[C:22]([N+:24]([O-])=[O:25])[CH:21]=[CH:20][N:19]=4)[C:9]=3[N:10]=[C:11]([NH2:13])[N:12]=2)=[CH:4][CH:3]=1.[Cl-].[NH4+]. (7) Given the product [C:19]([O:1][C:2]1[CH:11]=[C:10]2[C:5]([C:6](=[O:18])[C:7]([C:12]3[CH:17]=[CH:16][CH:15]=[CH:14][CH:13]=3)=[CH:8][O:9]2)=[CH:4][CH:3]=1)(=[O:21])[CH3:20], predict the reactants needed to synthesize it. The reactants are: [OH:1][C:2]1[CH:11]=[C:10]2[C:5]([C:6](=[O:18])[C:7]([C:12]3[CH:17]=[CH:16][CH:15]=[CH:14][CH:13]=3)=[CH:8][O:9]2)=[CH:4][CH:3]=1.[C:19](OC(=O)C)(=[O:21])[CH3:20].